Dataset: Full USPTO retrosynthesis dataset with 1.9M reactions from patents (1976-2016). Task: Predict the reactants needed to synthesize the given product. (1) Given the product [N:4]1[CH:5]=[CH:6][CH:7]=[CH:8][C:3]=1[CH2:2][NH:1][C:27]([C:14]1([CH2:13][CH2:12][CH2:11][CH2:10][Br:9])[C:26]2[CH:25]=[CH:24][CH:23]=[CH:22][C:21]=2[C:20]2[C:15]1=[CH:16][CH:17]=[CH:18][CH:19]=2)=[O:28], predict the reactants needed to synthesize it. The reactants are: [NH2:1][CH2:2][C:3]1[CH:8]=[CH:7][CH:6]=[CH:5][N:4]=1.[Br:9][CH2:10][CH2:11][CH2:12][CH2:13][C:14]1([C:27](Cl)=[O:28])[C:26]2[CH:25]=[CH:24][CH:23]=[CH:22][C:21]=2[C:20]2[C:15]1=[CH:16][CH:17]=[CH:18][CH:19]=2. (2) Given the product [CH2:1]([O:5][CH2:6][CH2:7][O:8][C:9]1[CH:10]=[CH:11][C:12]([C:15]2[CH:16]=[CH:17][C:18]3[N:24]([CH2:25][CH:26]([CH3:27])[CH3:28])[CH2:23][CH2:22][C:21]([C:29]([NH:31][C:32]4[CH:33]=[CH:34][C:35]([S:38]([CH2:39][C:40]5[N:44]([CH2:45][CH:46]6[CH2:48][CH2:47]6)[CH:43]=[N:42][CH:41]=5)=[O:58])=[CH:36][CH:37]=4)=[O:30])=[CH:20][C:19]=3[CH:49]=2)=[CH:13][CH:14]=1)[CH2:2][CH2:3][CH3:4], predict the reactants needed to synthesize it. The reactants are: [CH2:1]([O:5][CH2:6][CH2:7][O:8][C:9]1[CH:14]=[CH:13][C:12]([C:15]2[CH:16]=[CH:17][C:18]3[N:24]([CH2:25][CH:26]([CH3:28])[CH3:27])[CH2:23][CH2:22][C:21]([C:29]([NH:31][C:32]4[CH:37]=[CH:36][C:35]([S:38][CH2:39][C:40]5[N:44]([CH2:45][CH:46]6[CH2:48][CH2:47]6)[CH:43]=[N:42][CH:41]=5)=[CH:34][CH:33]=4)=[O:30])=[CH:20][C:19]=3[CH:49]=2)=[CH:11][CH:10]=1)[CH2:2][CH2:3][CH3:4].ClC1C=CC=C(C(OO)=[O:58])C=1.CSC.O. (3) Given the product [Cl:1][C:2]1[CH:3]=[C:4]([N:17]2[C:22](=[O:23])[NH:21][C:20](=[O:24])[CH:19]=[N:18]2)[CH:5]=[CH:6][C:7]=1[CH:8]([C:9]1[CH:14]=[CH:13][C:12]([Cl:15])=[CH:11][CH:10]=1)[S:25][C:26]1[CH:31]=[CH:30][CH:29]=[CH:28][N:27]=1, predict the reactants needed to synthesize it. The reactants are: [Cl:1][C:2]1[CH:3]=[C:4]([N:17]2[C:22](=[O:23])[NH:21][C:20](=[O:24])[CH:19]=[N:18]2)[CH:5]=[CH:6][C:7]=1[CH:8](Cl)[C:9]1[CH:14]=[CH:13][C:12]([Cl:15])=[CH:11][CH:10]=1.[SH:25][C:26]1[CH:31]=[CH:30][CH:29]=[CH:28][N:27]=1.N12CCCN=C1CCCCC2.[OH-].[Na+]. (4) Given the product [Cl:1][C:2]1[N:6]2[CH:7]=[C:8]([C:15]3[CH:19]=[CH:18][O:17][CH:16]=3)[CH:9]=[C:10]([C:11]([F:12])([F:13])[F:14])[C:5]2=[N:4][C:3]=1[C:20]([N:33]1[CH2:32][CH2:31][CH:30]([N:26]2[C:25](=[O:36])[C@H:24]([CH3:23])[O:28][C:27]2=[O:29])[CH2:35][CH2:34]1)=[O:22], predict the reactants needed to synthesize it. The reactants are: [Cl:1][C:2]1[N:6]2[CH:7]=[C:8]([C:15]3[CH:19]=[CH:18][O:17][CH:16]=3)[CH:9]=[C:10]([C:11]([F:14])([F:13])[F:12])[C:5]2=[N:4][C:3]=1[C:20]([OH:22])=O.[CH3:23][C@@H:24]1[O:28][C:27](=[O:29])[N:26]([CH:30]2[CH2:35][CH2:34][NH:33][CH2:32][CH2:31]2)[C:25]1=[O:36].C(N(CC)C(C)C)(C)C.CN(C(ON1N=NC2C=CC=NC1=2)=[N+](C)C)C.F[P-](F)(F)(F)(F)F. (5) Given the product [S:1]1[CH:5]=[C:4]([CH:6]([NH:10][CH2:11][C:12]2[CH:13]=[CH:14][CH:15]=[CH:16][CH:17]=2)[C:7]([O:9][C@@H:24]2[CH:25]3[CH2:28][CH2:29][N:22]([CH2:27][CH2:26]3)[CH2:23]2)=[O:8])[C:3]2[CH:18]=[CH:19][CH:20]=[CH:21][C:2]1=2, predict the reactants needed to synthesize it. The reactants are: [S:1]1[CH:5]=[C:4]([CH:6]([NH:10][CH2:11][C:12]2[CH:17]=[CH:16][CH:15]=[CH:14][CH:13]=2)[C:7]([OH:9])=[O:8])[C:3]2[CH:18]=[CH:19][CH:20]=[CH:21][C:2]1=2.[N:22]12[CH2:29][CH2:28][CH:25]([CH2:26][CH2:27]1)[C@@H:24](O)[CH2:23]2.C1CCC(N=C=NC2CCCCC2)CC1.C1C=CC2N(O)N=NC=2C=1. (6) Given the product [Br:29][C:26]1[N:25]=[C:24]([C:30]2[O:31][C:40]([C:39]3[CH:43]=[CH:44][C:36]([CH2:35][Br:34])=[CH:37][CH:38]=3)=[N:33][N:32]=2)[C:23]([NH2:22])=[N:28][CH:27]=1, predict the reactants needed to synthesize it. The reactants are: BrP(Br)(C1C=CC=CC=1)(C1C=CC=CC=1)C1C=CC=CC=1.[NH2:22][C:23]1[C:24]([C:30]([NH:32][NH2:33])=[O:31])=[N:25][C:26]([Br:29])=[CH:27][N:28]=1.[Br:34][CH2:35][C:36]1[CH:44]=[CH:43][C:39]([C:40](O)=O)=[CH:38][CH:37]=1.CCN(C(C)C)C(C)C.